From a dataset of Catalyst prediction with 721,799 reactions and 888 catalyst types from USPTO. Predict which catalyst facilitates the given reaction. (1) Reactant: [CH3:1][C:2]1[CH:10]=[CH:9][C:8]2[N:7]([CH2:11][CH:12]([C:14]3[CH:19]=[CH:18][N:17]=[CH:16][CH:15]=3)[OH:13])[C:6]3[CH2:20][CH2:21][N:22]4[C@@H:26]([C:5]=3[C:4]=2[CH:3]=1)[CH2:25][CH2:24][CH2:23]4.[H-].[Na+].Br[CH2:30][CH:31]1[CH2:34][CH2:33][CH2:32]1. Product: [CH:31]1([CH2:30][O:13][CH:12]([C:14]2[CH:19]=[CH:18][N:17]=[CH:16][CH:15]=2)[CH2:11][N:7]2[C:8]3[CH:9]=[CH:10][C:2]([CH3:1])=[CH:3][C:4]=3[C:5]3[C@@H:26]4[N:22]([CH2:21][CH2:20][C:6]2=3)[CH2:23][CH2:24][CH2:25]4)[CH2:34][CH2:33][CH2:32]1. The catalyst class is: 3. (2) Reactant: Cl[CH2:2][C:3]1[N:8]=[C:7]([CH2:9][C:10]([CH3:13])([CH3:12])[CH3:11])[C:6]([C:14]2[CH:19]=[C:18]([O:20][CH3:21])[CH:17]=[CH:16][C:15]=2[F:22])=[CH:5][CH:4]=1.[F:23][C:24]1[C:29]([OH:30])=[CH:28][CH:27]=[CH:26][C:25]=1[CH2:31][CH2:32][C:33]([O:35][CH2:36][CH3:37])=[O:34].C(=O)([O-])[O-].[Cs+].[Cs+].C(OCC)(=O)C. Product: [CH3:11][C:10]([CH3:13])([CH3:12])[CH2:9][C:7]1[N:8]=[C:3]([CH2:2][O:30][C:29]2[C:24]([F:23])=[C:25]([CH2:31][CH2:32][C:33]([O:35][CH2:36][CH3:37])=[O:34])[CH:26]=[CH:27][CH:28]=2)[CH:4]=[CH:5][C:6]=1[C:14]1[CH:19]=[C:18]([O:20][CH3:21])[CH:17]=[CH:16][C:15]=1[F:22]. The catalyst class is: 10. (3) The catalyst class is: 3. Reactant: [NH2:1][C:2]1[C:3]([C:7]2[N:8]([C:24]3[CH:29]=[CH:28][C:27]([OH:30])=[CH:26][CH:25]=3)[C:9]3[CH:14]=[C:13]([O:15][C:16]4[CH:21]=[CH:20][CH:19]=[C:18]([NH2:22])[CH:17]=4)[N:12]=[CH:11][C:10]=3[N:23]=2)=[N:4][O:5][N:6]=1.[CH3:31][CH:32]([CH3:36])[C:33](O)=[O:34].O.ON1C2C=CC=CC=2N=N1.C(N(CC)CC)C.Cl.CN(C)CCCN=C=NCC. Product: [CH3:31][CH:32]([CH3:36])[C:33]([O:30][C:27]1[CH:28]=[CH:29][C:24]([N:8]2[C:9]3[CH:14]=[C:13]([O:15][C:16]4[CH:21]=[CH:20][CH:19]=[C:18]([NH2:22])[CH:17]=4)[N:12]=[CH:11][C:10]=3[N:23]=[C:7]2[C:3]2[C:2]([NH2:1])=[N:6][O:5][N:4]=2)=[CH:25][CH:26]=1)=[O:34]. (4) Reactant: [NH:1]1[CH:5]=[C:4]([CH:6]=[O:7])[N:3]=[CH:2]1.[F:8][C:9]1[CH:14]=[C:13]([F:15])[CH:12]=[CH:11][C:10]=1I.C([O-])([O-])=O.[Cs+].[Cs+].CN[C@@H]1CCCC[C@H]1NC. Product: [F:8][C:9]1[CH:14]=[C:13]([F:15])[CH:12]=[CH:11][C:10]=1[N:1]1[CH:5]=[C:4]([CH:6]=[O:7])[N:3]=[CH:2]1. The catalyst class is: 122. (5) Reactant: [CH3:1][O:2][C:3]1[CH:4]=[CH:5][C:6]2[N:10]=[C:9]([CH2:11]O)[NH:8][C:7]=2[CH:13]=1.COC1C=CC2N=CNC=2C=1.[C:25]12([NH2:35])[CH2:34][CH:29]3[CH2:30][CH:31]([CH2:33][CH:27]([CH2:28]3)[CH2:26]1)[CH2:32]2. Product: [C:25]12([NH:35][CH2:11][C:9]3[NH:8][C:7]4[CH:13]=[C:3]([O:2][CH3:1])[CH:4]=[CH:5][C:6]=4[N:10]=3)[CH2:32][CH:31]3[CH2:30][CH:29]([CH2:28][CH:27]([CH2:33]3)[CH2:26]1)[CH2:34]2. The catalyst class is: 16.